From a dataset of Full USPTO retrosynthesis dataset with 1.9M reactions from patents (1976-2016). Predict the reactants needed to synthesize the given product. (1) Given the product [ClH:49].[F:44][C:45]1[CH:46]=[C:47]([CH:50]=[CH:51][CH:52]=1)[CH2:48][N:42]1[C:29]2=[C:30]([C:34]3[CH:39]=[CH:38][C:37]([CH:40]=[CH2:41])=[CH:36][CH:35]=3)[N:31]=[CH:32][CH:33]=[C:28]2[C:27]([CH3:43])=[C:26]1[CH3:25], predict the reactants needed to synthesize it. The reactants are: C1OCCOCCOCCOCCOCCOC1.CC(C)([O-])C.[K+].[CH3:25][C:26]1[NH:42][C:29]2=[C:30]([C:34]3[CH:39]=[CH:38][C:37]([CH:40]=[CH2:41])=[CH:36][CH:35]=3)[N:31]=[CH:32][CH:33]=[C:28]2[C:27]=1[CH3:43].[F:44][C:45]1[CH:46]=[C:47]([CH:50]=[CH:51][CH:52]=1)[CH2:48][Cl:49]. (2) Given the product [C:1]([CH:8]1[CH2:13][C:12]2([CH2:16][NH2:17])[CH2:11][CH2:10][C:9]1([CH2:18][NH2:19])[CH2:15][CH2:14]2)([O:3][C:4]([CH3:7])([CH3:6])[CH3:5])=[O:2], predict the reactants needed to synthesize it. The reactants are: [C:1]([CH:8]1[CH2:13][C:12]2([CH2:16][NH2:17])[CH2:14][CH2:15][C:9]1([C:18]#[N:19])[CH2:10][CH2:11]2)([O:3][C:4]([CH3:7])([CH3:6])[CH3:5])=[O:2]. (3) Given the product [C:17]1([C:23](=[N:30][CH:31]([CH2:2][C:3]2[CH:8]=[CH:7][C:6]([O:9][C:10]([F:13])([F:12])[F:11])=[CH:5][CH:4]=2)[C:32]([O:34][C:35]([CH3:38])([CH3:37])[CH3:36])=[O:33])[C:24]2[CH:25]=[CH:26][CH:27]=[CH:28][CH:29]=2)[CH:18]=[CH:19][CH:20]=[CH:21][CH:22]=1, predict the reactants needed to synthesize it. The reactants are: Br[CH2:2][C:3]1[CH:8]=[CH:7][C:6]([O:9][C:10]([F:13])([F:12])[F:11])=[CH:5][CH:4]=1.C(Cl)Cl.[C:17]1([C:23](=[N:30][CH2:31][C:32]([O:34][C:35]([CH3:38])([CH3:37])[CH3:36])=[O:33])[C:24]2[CH:29]=[CH:28][CH:27]=[CH:26][CH:25]=2)[CH:22]=[CH:21][CH:20]=[CH:19][CH:18]=1.[OH-].[Na+]. (4) The reactants are: [Br:1][C:2]1[CH:3]=[CH:4][C:5]([O:10][CH3:11])=[C:6]([NH:8]N)[CH:7]=1.[CH:12](=O)[CH:13]([CH3:15])[CH3:14].S(=O)(=O)(O)O.[BH4-].[Na+]. Given the product [Br:1][C:2]1[CH:3]=[CH:4][C:5]([O:10][CH3:11])=[C:6]2[C:7]=1[C:13]([CH3:15])([CH3:14])[CH2:12][NH:8]2, predict the reactants needed to synthesize it. (5) Given the product [Cl:2][C:3]1[CH:8]=[CH:7][C:6]([C:9]2[CH:14]=[CH:13][C:12]([S:25]([Cl:1])(=[O:27])=[O:26])=[CH:11][C:10]=2[CH3:16])=[CH:5][CH:4]=1, predict the reactants needed to synthesize it. The reactants are: [ClH:1].[Cl:2][C:3]1[CH:8]=[CH:7][C:6]([C:9]2[CH:14]=[CH:13][C:12](N)=[CH:11][C:10]=2[CH3:16])=[CH:5][CH:4]=1.N([O-])=O.[Na+].NC(N)=O.[S:25](=[O:27])=[O:26]. (6) Given the product [CH3:11][NH:12][C:2]1[CH:7]=[CH:6][C:5]([N+:8]([O-:10])=[O:9])=[CH:4][N:3]=1, predict the reactants needed to synthesize it. The reactants are: Br[C:2]1[CH:7]=[CH:6][C:5]([N+:8]([O-:10])=[O:9])=[CH:4][N:3]=1.[CH3:11][NH2:12]. (7) Given the product [CH3:1][N:2]([CH3:16])[C:3]1[C:7]2[CH:8]=[CH:9][CH:10]=[CH:11][C:6]=2[S:5][C:4]=1[C:12]([O-:14])=[O:13].[Li+:17], predict the reactants needed to synthesize it. The reactants are: [CH3:1][N:2]([CH3:16])[C:3]1[C:7]2[CH:8]=[CH:9][CH:10]=[CH:11][C:6]=2[S:5][C:4]=1[C:12]([O:14]C)=[O:13].[Li+:17].[OH-]. (8) Given the product [Cl:13][C:4]1[C:5]2[CH:9]=[CH:8][NH:7][C:6]=2[N:1]=[CH:2][N:3]=1, predict the reactants needed to synthesize it. The reactants are: [N:1]1[C:6]2[NH:7][CH:8]=[CH:9][C:5]=2[C:4](=O)[NH:3][CH:2]=1.P(Cl)(Cl)([Cl:13])=O. (9) Given the product [CH:1]1([O:6][C:7]2[CH:12]=[CH:11][CH:10]=[CH:9][C:8]=2[C:13]2[C:14]3[C:15]4[CH2:26][CH2:25][NH:24][CH2:23][CH2:22][C:16]=4[NH:17][C:18]=3[CH:19]=[CH:20][CH:21]=2)[CH2:27][CH2:2][CH2:3][CH2:4][CH2:5]1, predict the reactants needed to synthesize it. The reactants are: [CH:1]1([O:6][C:7]2[CH:12]=[CH:11][CH:10]=[CH:9][C:8]=2[C:13]2[C:14]3[C@@H:15]4[CH2:26][CH2:25][NH:24][CH2:23][CH2:22][C@@H:16]4[NH:17][C:18]=3[CH:19]=[CH:20][CH:21]=2)[CH2:5][CH2:4][CH2:3][CH2:2]1.[CH:27]1(O)CCCC1. (10) Given the product [CH3:18][S:15]([C:12]1[CH:13]=[CH:14][C:9]([O:8][C:6]2[CH:5]=[C:4]([OH:19])[CH:3]=[C:2]([B:20]3[O:24][C:23]([CH3:26])([CH3:25])[C:22]([CH3:28])([CH3:27])[O:21]3)[CH:7]=2)=[CH:10][CH:11]=1)(=[O:17])=[O:16], predict the reactants needed to synthesize it. The reactants are: Br[C:2]1[CH:3]=[C:4]([OH:19])[CH:5]=[C:6]([O:8][C:9]2[CH:14]=[CH:13][C:12]([S:15]([CH3:18])(=[O:17])=[O:16])=[CH:11][CH:10]=2)[CH:7]=1.[B:20]1([B:20]2[O:24][C:23]([CH3:26])([CH3:25])[C:22]([CH3:28])([CH3:27])[O:21]2)[O:24][C:23]([CH3:26])([CH3:25])[C:22]([CH3:28])([CH3:27])[O:21]1.C([O-])(=O)C.[K+].